From a dataset of Forward reaction prediction with 1.9M reactions from USPTO patents (1976-2016). Predict the product of the given reaction. (1) The product is: [F:24][C:20]1[N:19]=[C:18]([C:14]2[N:13]([CH2:12][C:9]3[N:10]=[N:11][C:6]([C:4](=[O:3])[CH3:5])=[CH:7][C:8]=3[CH2:25][CH2:26][CH3:27])[CH:17]=[CH:16][N:15]=2)[CH:23]=[CH:22][CH:21]=1. Given the reactants C([O:3][C:4]([C:6]1[N:11]=[N:10][C:9]([CH2:12][N:13]2[CH:17]=[CH:16][N:15]=[C:14]2[C:18]2[CH:23]=[CH:22][CH:21]=[C:20]([F:24])[N:19]=2)=[C:8]([CH2:25][CH2:26][CH3:27])[CH:7]=1)=[CH2:5])C.Cl, predict the reaction product. (2) Given the reactants [CH:1]([C:3]1[CH:4]=[N:5][CH:6]=[CH:7][C:8]=1[C:9]1[CH:10]=[C:11]([CH:14]=[CH:15][CH:16]=1)[C:12]#[N:13])=[O:2].[CH3:17][O:18][C:19]1[CH:20]=[C:21]([Mg]Br)[CH:22]=[CH:23][CH:24]=1, predict the reaction product. The product is: [OH:2][CH:1]([C:23]1[CH:22]=[CH:21][CH:20]=[C:19]([O:18][CH3:17])[CH:24]=1)[C:3]1[CH:4]=[N:5][CH:6]=[CH:7][C:8]=1[C:9]1[CH:10]=[C:11]([CH:14]=[CH:15][CH:16]=1)[C:12]#[N:13]. (3) Given the reactants [C:1]([OH:10])(=[O:9])[C:2]1[C:3](=[CH:5][CH:6]=[CH:7][CH:8]=1)[NH2:4].[N-:11]=[N+:12]=[N-:13].[Na+].[CH:15](OC)(OC)OC, predict the reaction product. The product is: [N:4]1([C:3]2[CH:5]=[CH:6][CH:7]=[CH:8][C:2]=2[C:1]([OH:10])=[O:9])[CH:15]=[N:13][N:12]=[N:11]1. (4) The product is: [OH:22][C@H:23]1[CH2:27][N:26]([C:14]([C:13]2[CH:12]=[C:11]([CH:19]=[CH:18][CH:17]=2)[O:10][CH2:9][CH2:8][CH2:7][C:6]([O:5][C:1]([CH3:2])([CH3:3])[CH3:4])=[O:20])=[O:16])[C@H:25]([C:28](=[O:29])[NH:30][CH2:31][C:32]2[CH:33]=[CH:34][C:35]([C:38]3[S:42][CH:41]=[N:40][C:39]=3[CH3:43])=[CH:36][CH:37]=2)[CH2:24]1. Given the reactants [C:1]([O:5][C:6](=[O:20])[CH2:7][CH2:8][CH2:9][O:10][C:11]1[CH:12]=[C:13]([CH:17]=[CH:18][CH:19]=1)[C:14]([OH:16])=O)([CH3:4])([CH3:3])[CH3:2].Cl.[OH:22][C@H:23]1[CH2:27][NH:26][C@H:25]([C:28]([NH:30][CH2:31][C:32]2[CH:37]=[CH:36][C:35]([C:38]3[S:42][CH:41]=[N:40][C:39]=3[CH3:43])=[CH:34][CH:33]=2)=[O:29])[CH2:24]1.CCN(C(C)C)C(C)C.CN(C(ON1N=NC2C=CC=NC1=2)=[N+](C)C)C.F[P-](F)(F)(F)(F)F, predict the reaction product.